Predict which catalyst facilitates the given reaction. From a dataset of Catalyst prediction with 721,799 reactions and 888 catalyst types from USPTO. (1) Reactant: [F:1][C:2]([F:28])([F:27])[C:3]1[CH:8]=[CH:7][C:6]([C:9]2[N:14]=[CH:13][N:12]=[C:11]([O:15][C:16]3[CH:25]=[CH:24][CH:23]=[C:22]4[C:17]=3[N:18]=[CH:19][C:20](=[O:26])[NH:21]4)[CH:10]=2)=[CH:5][CH:4]=1.[C:29]([O-])([O-])=O.[K+].[K+].IC. Product: [CH3:29][N:21]1[C:22]2[C:17](=[C:16]([O:15][C:11]3[CH:10]=[C:9]([C:6]4[CH:7]=[CH:8][C:3]([C:2]([F:27])([F:1])[F:28])=[CH:4][CH:5]=4)[N:14]=[CH:13][N:12]=3)[CH:25]=[CH:24][CH:23]=2)[N:18]=[CH:19][C:20]1=[O:26]. The catalyst class is: 3. (2) Reactant: [CH2:1]=[CH:2][C:3](=[CH2:5])[CH3:4].[CH3:6][CH2:7][C:8]([CH2:10][CH2:11]/[CH:12]=[C:13](/[CH2:15][CH2:16][CH:17]=[C:18]([CH3:20])[CH3:19])\[CH3:14])=[CH2:9]. Product: [CH3:6][CH2:7][C:8]([CH2:10][CH2:11]/[CH:12]=[C:13](/[CH2:15][CH2:16][CH:17]=[C:18]([CH3:19])[CH3:20])\[CH3:14])=[CH2:9].[CH2:1]=[CH:2][C:3](=[CH2:4])[CH3:5].[CH3:1][CH2:2][C:3]([CH2:4][CH2:6]/[CH:7]=[C:8](/[CH2:10][CH2:11][CH:12]=[C:13]([CH3:15])[CH3:14])\[CH3:9])=[CH2:5]. The catalyst class is: 5. (3) Reactant: [Br:1][C:2]1[C:7]([F:8])=[CH:6][C:5]([N:9]2[C:18]3[C:13](=[CH:14][C:15]([S:19]([O:22][C:23]4[C:28]([F:29])=[C:27]([F:30])[C:26]([F:31])=[C:25]([F:32])[C:24]=4[F:33])(=[O:21])=[O:20])=[CH:16][CH:17]=3)[CH:12]=[CH:11][C:10]2=[O:34])=[C:4]([O:35]C)[CH:3]=1.B(Br)(Br)Br. Product: [Br:1][C:2]1[C:7]([F:8])=[CH:6][C:5]([N:9]2[C:18]3[C:13](=[CH:14][C:15]([S:19]([O:22][C:23]4[C:24]([F:33])=[C:25]([F:32])[C:26]([F:31])=[C:27]([F:30])[C:28]=4[F:29])(=[O:20])=[O:21])=[CH:16][CH:17]=3)[CH:12]=[CH:11][C:10]2=[O:34])=[C:4]([OH:35])[CH:3]=1. The catalyst class is: 2.